This data is from Reaction yield outcomes from USPTO patents with 853,638 reactions. The task is: Predict the reaction yield, written as a fraction of the theoretical maximum amount of product (1.0 means a 100% yield; for example, 0.34 means a 34% yield). (1) The reactants are [F:1][C:2]1[CH:7]=[C:6]([N+:8]([O-:10])=[O:9])[CH:5]=[CH:4][C:3]=1[N:11]1[CH2:16][CH2:15][NH:14][CH2:13][CH2:12]1.[OH-].[Na+].Cl[C:20]([O:22][CH3:23])=[O:21].Cl. The catalyst is O1CCOCC1.CCOC(C)=O. The product is [F:1][C:2]1[CH:7]=[C:6]([N+:8]([O-:10])=[O:9])[CH:5]=[CH:4][C:3]=1[N:11]1[CH2:16][CH2:15][N:14]([C:20]([O:22][CH3:23])=[O:21])[CH2:13][CH2:12]1. The yield is 0.930. (2) The reactants are [C:1]([O:5][C:6]1[CH:13]=[CH:12][C:9]([CH:10]=[O:11])=[CH:8][C:7]=1[O:14][CH3:15])([CH3:4])([CH3:3])[CH3:2].[OH-].[K+].[O-:18][Mn](=O)(=O)=O.[K+]. The catalyst is O1CCOCC1. The product is [C:1]([O:5][C:6]1[CH:13]=[CH:12][C:9]([C:10]([OH:18])=[O:11])=[CH:8][C:7]=1[O:14][CH3:15])([CH3:4])([CH3:3])[CH3:2]. The yield is 0.490. (3) The reactants are [F:1][C:2]1[CH:7]=[CH:6][CH:5]=[C:4]([F:8])[C:3]=1[C:9]1[O:10][C:11]([C:17]2[CH:22]=[CH:21][CH:20]=[C:19]([CH:23]=O)[CH:18]=2)=[C:12]([C:14]([NH2:16])=[O:15])[N:13]=1.[NH:25]1[CH2:30][CH2:29][O:28][CH2:27][CH2:26]1.C(O[BH-](OC(=O)C)OC(=O)C)(=O)C.[Na+].C(O)(=O)C. The catalyst is ClCCCl. The product is [F:1][C:2]1[CH:7]=[CH:6][CH:5]=[C:4]([F:8])[C:3]=1[C:9]1[O:10][C:11]([C:17]2[CH:22]=[CH:21][CH:20]=[C:19]([CH2:23][N:25]3[CH2:30][CH2:29][O:28][CH2:27][CH2:26]3)[CH:18]=2)=[C:12]([C:14]([NH2:16])=[O:15])[N:13]=1. The yield is 0.370. (4) The reactants are [Br:1][C:2]1[CH:7]=[CH:6][C:5]([OH:8])=[CH:4][N:3]=1.[H-].[Na+].I[CH2:12][CH2:13][CH3:14].O. The catalyst is CN(C=O)C. The product is [Br:1][C:2]1[CH:7]=[CH:6][C:5]([O:8][CH2:12][CH2:13][CH3:14])=[CH:4][N:3]=1. The yield is 0.870. (5) The reactants are [Cl:1][C:2]1[C:10]2[C:5](=[C:6]([N+:11]([O-])=O)[CH:7]=[CH:8][CH:9]=2)[N:4]([CH2:14][O:15][CH3:16])[C:3]=1[C:17]1[S:18][CH:19]=[CH:20][N:21]=1.O1CCCC1.O.NN. The catalyst is O.O.O.O.O.O.[Fe](Cl)(Cl)Cl.CO. The product is [Cl:1][C:2]1[C:10]2[C:5](=[C:6]([NH2:11])[CH:7]=[CH:8][CH:9]=2)[N:4]([CH2:14][O:15][CH3:16])[C:3]=1[C:17]1[S:18][CH:19]=[CH:20][N:21]=1. The yield is 0.910.